Dataset: CYP2C9 inhibition data for predicting drug metabolism from PubChem BioAssay. Task: Regression/Classification. Given a drug SMILES string, predict its absorption, distribution, metabolism, or excretion properties. Task type varies by dataset: regression for continuous measurements (e.g., permeability, clearance, half-life) or binary classification for categorical outcomes (e.g., BBB penetration, CYP inhibition). Dataset: cyp2c9_veith. (1) The molecule is COCC(=O)O[C@]1(CCN(C)CCCc2nc3ccccc3[nH]2)CCc2cc(F)ccc2[C@@H]1C(C)C. The result is 0 (non-inhibitor). (2) The molecule is CCOC(=O)c1ccc(OC(=O)CCCCCN=C(N)N)cc1. The result is 0 (non-inhibitor). (3) The compound is O=C(O)C(C(=O)O)P(=S)(S)c1ccccc1.[Na]. The result is 0 (non-inhibitor). (4) The result is 0 (non-inhibitor). The compound is COc1cccc(-c2nccc(NCc3cnc(C)cn3)n2)c1. (5) The drug is CNC[C@H](O)c1ccc(OC(=O)C(C)(C)C)c(OC(=O)C(C)(C)C)c1. The result is 0 (non-inhibitor). (6) The compound is N=C(N)c1ccc(N)cc1. The result is 0 (non-inhibitor). (7) The molecule is COc1ccc(/C=C2\OC(=O)c3c(OC)cccc32)cc1OC. The result is 0 (non-inhibitor). (8) The compound is COc1ncc2nc(-c3cn(C)c4ccccc34)c(=O)n(C)c2n1. The result is 0 (non-inhibitor).